This data is from NCI-60 drug combinations with 297,098 pairs across 59 cell lines. The task is: Regression. Given two drug SMILES strings and cell line genomic features, predict the synergy score measuring deviation from expected non-interaction effect. Drug 1: CNC(=O)C1=CC=CC=C1SC2=CC3=C(C=C2)C(=NN3)C=CC4=CC=CC=N4. Drug 2: COC1=C(C=C2C(=C1)N=CN=C2NC3=CC(=C(C=C3)F)Cl)OCCCN4CCOCC4. Cell line: LOX IMVI. Synergy scores: CSS=7.63, Synergy_ZIP=-4.00, Synergy_Bliss=-1.33, Synergy_Loewe=-1.12, Synergy_HSA=0.109.